This data is from Reaction yield outcomes from USPTO patents with 853,638 reactions. The task is: Predict the reaction yield, written as a fraction of the theoretical maximum amount of product (1.0 means a 100% yield; for example, 0.34 means a 34% yield). (1) The reactants are Br[C:2]1[CH:19]=[CH:18][C:5]([C:6]([NH:8][C@@H:9]([C:12]2[CH:17]=[CH:16][CH:15]=[CH:14][CH:13]=2)[CH2:10][OH:11])=[O:7])=[C:4]([F:20])[CH:3]=1.[NH2:21][C:22]1[N:27]=[CH:26][C:25]([CH:28]2[CH2:33][CH2:32][N:31](C(OC(C)(C)C)=O)[CH2:30][CH2:29]2)=[CH:24][C:23]=1B1OC(C)(C)C(C)(C)O1.C(=O)([O-])[O-].[Na+].[Na+]. The catalyst is COCCOC.C(OCC)(=O)C. The product is [NH2:21][C:22]1[C:23]([C:2]2[CH:19]=[CH:18][C:5]([C:6]([NH:8][C@@H:9]([C:12]3[CH:17]=[CH:16][CH:15]=[CH:14][CH:13]=3)[CH2:10][OH:11])=[O:7])=[C:4]([F:20])[CH:3]=2)=[CH:24][C:25]([CH:28]2[CH2:33][CH2:32][NH:31][CH2:30][CH2:29]2)=[CH:26][N:27]=1. The yield is 0.208. (2) The reactants are [OH-].[Na+].[CH2:3]([O:7][C:8]1[CH:13]=[CH:12][C:11]([NH:14][C:15](=[O:38])[N:16]([C:19]2[CH:20]=[C:21]([C:25]3[CH:30]=[CH:29][C:28]([CH2:31][CH2:32][C:33]([O:35]CC)=[O:34])=[CH:27][CH:26]=3)[CH:22]=[CH:23][CH:24]=2)[CH2:17][CH3:18])=[CH:10][CH:9]=1)[CH2:4][CH2:5][CH3:6]. The catalyst is O1CCCC1.CO. The product is [CH2:3]([O:7][C:8]1[CH:9]=[CH:10][C:11]([NH:14][C:15](=[O:38])[N:16]([C:19]2[CH:20]=[C:21]([C:25]3[CH:26]=[CH:27][C:28]([CH2:31][CH2:32][C:33]([OH:35])=[O:34])=[CH:29][CH:30]=3)[CH:22]=[CH:23][CH:24]=2)[CH2:17][CH3:18])=[CH:12][CH:13]=1)[CH2:4][CH2:5][CH3:6]. The yield is 0.270. (3) The reactants are [Br:1][C:2]1[CH:3]=[C:4]([CH:15]=[C:16]([Br:36])[C:17]=1[O:18][C:19]1[CH:24]=[CH:23][C:22]([O:25]C)=[C:21]([S:27]([N:30]2[CH2:35][CH2:34][CH2:33][CH2:32][CH2:31]2)(=[O:29])=[O:28])[CH:20]=1)[CH:5]=[N:6][O:7][CH:8]([CH3:14])[C:9]([O:11]CC)=[O:10].B(Br)(Br)Br. The catalyst is ClCCl. The product is [Br:36][C:16]1[CH:15]=[C:4]([CH:3]=[C:2]([Br:1])[C:17]=1[O:18][C:19]1[CH:24]=[CH:23][C:22]([OH:25])=[C:21]([S:27]([N:30]2[CH2:31][CH2:32][CH2:33][CH2:34][CH2:35]2)(=[O:29])=[O:28])[CH:20]=1)[CH:5]=[N:6][O:7][CH:8]([CH3:14])[C:9]([OH:11])=[O:10]. The yield is 0.680. (4) The reactants are [CH3:1][O:2][C:3]1[CH:4]=[C:5]2[C:10](=[CH:11][C:12]=1[O:13][CH3:14])[N:9]=[CH:8][N:7]=[C:6]2[O:15][C:16]1[CH:22]=[CH:21][C:19]([NH2:20])=[CH:18][CH:17]=1.C1(C)C=CC=CC=1.[CH2:30]([N:32]([CH2:35]C)[CH2:33]C)[CH3:31].ClC(Cl)([O:40][C:41](=O)[O:42]C(Cl)(Cl)Cl)Cl.CN(C)CCO. The catalyst is C(Cl)Cl. The product is [CH3:1][O:2][C:3]1[CH:4]=[C:5]2[C:10](=[CH:11][C:12]=1[O:13][CH3:14])[N:9]=[CH:8][N:7]=[C:6]2[O:15][C:16]1[CH:22]=[CH:21][C:19]([NH:20][C:41](=[O:40])[O:42][CH2:31][CH2:30][N:32]([CH3:35])[CH3:33])=[CH:18][CH:17]=1. The yield is 0.120. (5) The reactants are C(=O)([O-])[O-].[K+].[K+].I[CH2:8][CH3:9].[Br:10][C:11]1[CH:16]=[CH:15][C:14]([OH:17])=[C:13]([CH2:18][CH3:19])[CH:12]=1. The catalyst is CN(C=O)C. The product is [Br:10][C:11]1[CH:16]=[CH:15][C:14]([O:17][CH2:8][CH3:9])=[C:13]([CH2:18][CH3:19])[CH:12]=1. The yield is 0.720. (6) The reactants are Br[C:2]1[CH:3]=[CH:4][C:5]2[N:11]3[C:12]([CH3:15])=[N:13][N:14]=[C:10]3[C@H:9]([CH3:16])[CH2:8][N:7]([C:17]3[CH:24]=[CH:23][C:20]([C:21]#[N:22])=[CH:19][CH:18]=3)[C:6]=2[CH:25]=1.CC1(C)C(C)(C)OB([C:34]2[CH:35]=[N:36][NH:37][CH:38]=2)O1.C(=O)([O-])[O-].[Cs+].[Cs+]. The catalyst is COCCOC.O.C1C=CC([P]([Pd]([P](C2C=CC=CC=2)(C2C=CC=CC=2)C2C=CC=CC=2)([P](C2C=CC=CC=2)(C2C=CC=CC=2)C2C=CC=CC=2)[P](C2C=CC=CC=2)(C2C=CC=CC=2)C2C=CC=CC=2)(C2C=CC=CC=2)C2C=CC=CC=2)=CC=1. The product is [CH3:15][C:12]1[N:11]2[C:5]3[CH:4]=[CH:3][C:2]([C:34]4[CH:35]=[N:36][NH:37][CH:38]=4)=[CH:25][C:6]=3[N:7]([C:17]3[CH:18]=[CH:19][C:20]([C:21]#[N:22])=[CH:23][CH:24]=3)[CH2:8][C@@H:9]([CH3:16])[C:10]2=[N:14][N:13]=1. The yield is 0.150.